This data is from NCI-60 drug combinations with 297,098 pairs across 59 cell lines. The task is: Regression. Given two drug SMILES strings and cell line genomic features, predict the synergy score measuring deviation from expected non-interaction effect. (1) Drug 1: C1CC2CC3=C(CC1C24CN(S(=O)(=O)N4)CC(F)(F)F)C=CC(=C3)C=CCN5CCC(CC5)C(F)(F)F. Drug 2: COCCOC1=C(C=C2C(=C1)C(=NC=N2)NC3=CC=CC(=C3)C#C)OCCOC. Cell line: SW-620. Synergy scores: CSS=11.5, Synergy_ZIP=-0.126, Synergy_Bliss=4.21, Synergy_Loewe=1.95, Synergy_HSA=2.21. (2) Synergy scores: CSS=1.83, Synergy_ZIP=0.428, Synergy_Bliss=1.56, Synergy_Loewe=-0.129, Synergy_HSA=-0.223. Cell line: SW-620. Drug 2: CC(C)(C#N)C1=CC(=CC(=C1)CN2C=NC=N2)C(C)(C)C#N. Drug 1: CC1CCC2CC(C(=CC=CC=CC(CC(C(=O)C(C(C(=CC(C(=O)CC(OC(=O)C3CCCCN3C(=O)C(=O)C1(O2)O)C(C)CC4CCC(C(C4)OC)OCCO)C)C)O)OC)C)C)C)OC. (3) Drug 1: CC1OCC2C(O1)C(C(C(O2)OC3C4COC(=O)C4C(C5=CC6=C(C=C35)OCO6)C7=CC(=C(C(=C7)OC)O)OC)O)O. Drug 2: C1CCC(CC1)NC(=O)N(CCCl)N=O. Cell line: 786-0. Synergy scores: CSS=37.9, Synergy_ZIP=6.47, Synergy_Bliss=7.45, Synergy_Loewe=6.65, Synergy_HSA=11.3. (4) Drug 1: C1=CC(=CC=C1C#N)C(C2=CC=C(C=C2)C#N)N3C=NC=N3. Drug 2: C1CCC(C(C1)N)N.C(=O)(C(=O)[O-])[O-].[Pt+4]. Cell line: MDA-MB-435. Synergy scores: CSS=17.8, Synergy_ZIP=-2.29, Synergy_Bliss=0.145, Synergy_Loewe=-5.01, Synergy_HSA=-3.25. (5) Drug 1: COC1=CC(=CC(=C1O)OC)C2C3C(COC3=O)C(C4=CC5=C(C=C24)OCO5)OC6C(C(C7C(O6)COC(O7)C8=CC=CS8)O)O. Drug 2: CC1=CC2C(CCC3(C2CCC3(C(=O)C)OC(=O)C)C)C4(C1=CC(=O)CC4)C. Cell line: MDA-MB-231. Synergy scores: CSS=31.3, Synergy_ZIP=4.42, Synergy_Bliss=4.76, Synergy_Loewe=-40.6, Synergy_HSA=-4.13. (6) Drug 1: CN1C(=O)N2C=NC(=C2N=N1)C(=O)N. Drug 2: C1CCC(C(C1)[NH-])[NH-].C(=O)(C(=O)[O-])[O-].[Pt+4]. Cell line: NCIH23. Synergy scores: CSS=44.7, Synergy_ZIP=-8.90, Synergy_Bliss=-11.5, Synergy_Loewe=-14.3, Synergy_HSA=-8.66.